From a dataset of Forward reaction prediction with 1.9M reactions from USPTO patents (1976-2016). Predict the product of the given reaction. (1) Given the reactants [OH:1][CH2:2][CH2:3][N:4]([CH:22]([CH3:24])[CH3:23])[C:5]([C:7]1[S:8][C:9]2[CH2:10][CH2:11][O:12][C:13]3[CH:20]=[C:19](Br)[CH:18]=[CH:17][C:14]=3[C:15]=2[N:16]=1)=[O:6].[CH3:25][N:26]1[CH:30]=[C:29](B2OC(C)(C)C(C)(C)O2)[CH:28]=[N:27]1, predict the reaction product. The product is: [OH:1][CH2:2][CH2:3][N:4]([CH:22]([CH3:24])[CH3:23])[C:5]([C:7]1[S:8][C:9]2[CH2:10][CH2:11][O:12][C:13]3[CH:20]=[C:19]([C:29]4[CH:28]=[N:27][N:26]([CH3:25])[CH:30]=4)[CH:18]=[CH:17][C:14]=3[C:15]=2[N:16]=1)=[O:6]. (2) The product is: [OH:1][C:2]([CH3:34])([CH3:35])[CH2:3][C@@:4]1([C:28]2[CH:33]=[CH:32][CH:31]=[CH:30][CH:29]=2)[O:9][C:8](=[O:10])[N:7]([C@H:11]([C:13]2[CH:14]=[CH:15][C:16]([C:37]3[CH:42]=[CH:41][N:40]4[N:43]=[CH:44][N:45]=[C:39]4[CH:38]=3)=[CH:17][CH:18]=2)[CH3:12])[CH2:6][CH2:5]1. Given the reactants [OH:1][C:2]([CH3:35])([CH3:34])[CH2:3][C@@:4]1([C:28]2[CH:33]=[CH:32][CH:31]=[CH:30][CH:29]=2)[O:9][C:8](=[O:10])[N:7]([C@H:11]([C:13]2[CH:18]=[CH:17][C:16](B3OC(C)(C)C(C)(C)O3)=[CH:15][CH:14]=2)[CH3:12])[CH2:6][CH2:5]1.Br[C:37]1[CH:42]=[CH:41][N:40]2[N:43]=[CH:44][N:45]=[C:39]2[CH:38]=1, predict the reaction product. (3) Given the reactants C([NH:4][C:5]1[C:14]([Cl:15])=[CH:13][C:8]([C:9]([O:11][CH3:12])=[O:10])=[C:7]([CH3:16])[CH:6]=1)(=O)C.C([O-])([O-])=O.[K+].[K+], predict the reaction product. The product is: [NH2:4][C:5]1[C:14]([Cl:15])=[CH:13][C:8]([C:9]([O:11][CH3:12])=[O:10])=[C:7]([CH3:16])[CH:6]=1. (4) Given the reactants Cl.CN(C)CCCN=C=NCC.[C:13]1([C:19]2[CH:28]=[C:27]([C:29](O)=[O:30])[C:26]3[C:21](=[CH:22][CH:23]=[CH:24][CH:25]=3)[N:20]=2)[CH:18]=[CH:17][CH:16]=[CH:15][CH:14]=1.ON1C2C=CC=CC=2N=N1.[NH2:42][CH2:43][CH2:44][CH2:45][CH2:46][N:47]1[C:59]2[C:58]3[CH:57]=[CH:56][CH:55]=[CH:54][C:53]=3[N:52]=[C:51]([NH2:60])[C:50]=2[N:49]=[C:48]1[CH2:61][CH2:62][O:63][CH3:64], predict the reaction product. The product is: [NH2:60][C:51]1[C:50]2[N:49]=[C:48]([CH2:61][CH2:62][O:63][CH3:64])[N:47]([CH2:46][CH2:45][CH2:44][CH2:43][NH:42][C:29]([C:27]3[C:26]4[C:21](=[CH:22][CH:23]=[CH:24][CH:25]=4)[N:20]=[C:19]([C:13]4[CH:14]=[CH:15][CH:16]=[CH:17][CH:18]=4)[CH:28]=3)=[O:30])[C:59]=2[C:58]2[CH:57]=[CH:56][CH:55]=[CH:54][C:53]=2[N:52]=1. (5) Given the reactants [N:1]1[NH:2][N:3]=[C:4]([CH2:6][O:7][C:8]2[CH:9]=[CH:10][C:11]([N:14]3[CH:18]=[N:17][N:16]=[N:15]3)=[N:12][CH:13]=2)[CH:5]=1.O[CH:20]1[CH2:25][CH2:24][N:23]([C:26]([O:28][C:29]([CH3:32])([CH3:31])[CH3:30])=[O:27])[CH2:22][CH:21]1[CH3:33], predict the reaction product. The product is: [N:14]1([C:11]2[N:12]=[CH:13][C:8]([O:7][CH2:6][C:4]3[CH:5]=[N:1][N:2]([CH:20]4[CH2:25][CH2:24][N:23]([C:26]([O:28][C:29]([CH3:32])([CH3:31])[CH3:30])=[O:27])[CH2:22][CH:21]4[CH3:33])[N:3]=3)=[CH:9][CH:10]=2)[CH:18]=[N:17][N:16]=[N:15]1. (6) Given the reactants [NH2:1][C:2]1[C:3]2[CH:13]=[CH:12][CH:11]=[CH:10][C:4]=2[S:5][C:6]=1[C:7]([OH:9])=[O:8].[C:14](OC(=O)C)(=[O:16])[CH3:15], predict the reaction product. The product is: [C:14]([NH:1][C:2]1[C:3]2[CH:13]=[CH:12][CH:11]=[CH:10][C:4]=2[S:5][C:6]=1[C:7]([OH:9])=[O:8])(=[O:16])[CH3:15].